From a dataset of Full USPTO retrosynthesis dataset with 1.9M reactions from patents (1976-2016). Predict the reactants needed to synthesize the given product. (1) Given the product [Cl:1][C:2]1[CH:7]=[CH:6][CH:5]=[CH:4][C:3]=1[C:8]1[C:17]([CH2:18][OH:19])=[CH:16][C:15]2[C:10](=[C:11]([Cl:20])[CH:12]=[CH:13][CH:14]=2)[N:9]=1, predict the reactants needed to synthesize it. The reactants are: [Cl:1][C:2]1[CH:7]=[CH:6][CH:5]=[CH:4][C:3]=1[C:8]1[C:17]([CH:18]=[O:19])=[CH:16][C:15]2[C:10](=[C:11]([Cl:20])[CH:12]=[CH:13][CH:14]=2)[N:9]=1.[BH4-].[Na+]. (2) Given the product [C:11]1([CH:10]2[NH:6][C@H:5]([C:4]([O:3][CH3:2])=[O:9])[CH2:7][S:8]2)[CH:16]=[CH:15][CH:14]=[CH:13][CH:12]=1, predict the reactants needed to synthesize it. The reactants are: Cl.[CH3:2][O:3][C:4](=[O:9])[C@H:5]([CH2:7][SH:8])[NH2:6].[CH:10](=O)[C:11]1[CH:16]=[CH:15][CH:14]=[CH:13][CH:12]=1.C(N(CC)CC)C. (3) Given the product [I:23][C:20]1[CH:21]=[CH:22][C:17]([C@@H:13]([OH:12])[CH:14]([CH3:15])[CH3:16])=[C:18]([N+:24]([O-:26])=[O:25])[CH:19]=1, predict the reactants needed to synthesize it. The reactants are: [C@]12(C)C(C)(C)C(CC1)CC2C([O:12][C@H:13]([C:17]1[CH:22]=[CH:21][C:20]([I:23])=[CH:19][C:18]=1[N+:24]([O-:26])=[O:25])[CH:14]([CH3:16])[CH3:15])=O.C([O-])([O-])=O.[K+].[K+].